This data is from Peptide-MHC class I binding affinity with 185,985 pairs from IEDB/IMGT. The task is: Regression. Given a peptide amino acid sequence and an MHC pseudo amino acid sequence, predict their binding affinity value. This is MHC class I binding data. (1) The peptide sequence is IVKTVLDHI. The MHC is HLA-A24:02 with pseudo-sequence HLA-A24:02. The binding affinity (normalized) is 0.186. (2) The peptide sequence is VTSLDVINY. The MHC is HLA-A68:02 with pseudo-sequence HLA-A68:02. The binding affinity (normalized) is 0.00629. (3) The peptide sequence is GIHHPSNSK. The MHC is HLA-A33:01 with pseudo-sequence HLA-A33:01. The binding affinity (normalized) is 0. (4) The peptide sequence is VTSSVSSGY. The MHC is HLA-A03:01 with pseudo-sequence HLA-A03:01. The binding affinity (normalized) is 0.0847. (5) The peptide sequence is HRQGWARAM. The MHC is HLA-B39:01 with pseudo-sequence HLA-B39:01. The binding affinity (normalized) is 0.738. (6) The peptide sequence is KTAVQMAVF. The MHC is Patr-B0101 with pseudo-sequence Patr-B0101. The binding affinity (normalized) is 0.381. (7) The peptide sequence is GVFPINESF. The MHC is HLA-A26:02 with pseudo-sequence HLA-A26:02. The binding affinity (normalized) is 0.0847. (8) The peptide sequence is IQKITVFNK. The MHC is HLA-A03:01 with pseudo-sequence HLA-A03:01. The binding affinity (normalized) is 0.375.